Regression. Given a peptide amino acid sequence and an MHC pseudo amino acid sequence, predict their binding affinity value. This is MHC class II binding data. From a dataset of Peptide-MHC class II binding affinity with 134,281 pairs from IEDB. (1) The peptide sequence is FAEYKSDYVYQPFPK. The MHC is DRB1_0101 with pseudo-sequence DRB1_0101. The binding affinity (normalized) is 0.327. (2) The peptide sequence is NASHCNEMSWIQSIP. The MHC is HLA-DQA10102-DQB10602 with pseudo-sequence HLA-DQA10102-DQB10602. The binding affinity (normalized) is 0.681. (3) The peptide sequence is IEKFEKEAAEMGKG. The MHC is DRB1_0101 with pseudo-sequence DRB1_0101. The binding affinity (normalized) is 0.537. (4) The peptide sequence is VCGMFTNRSGSQQ. The MHC is DRB1_1602 with pseudo-sequence DRB1_1602. The binding affinity (normalized) is 0.258. (5) The MHC is DRB1_1201 with pseudo-sequence DRB1_1201. The peptide sequence is AEEVKVIPAGELQVI. The binding affinity (normalized) is 0.490. (6) The peptide sequence is GPIVHDAIHRSAARS. The MHC is DRB1_0701 with pseudo-sequence DRB1_0701. The binding affinity (normalized) is 0.511. (7) The peptide sequence is EKKYFAATQWEPLAA. The MHC is HLA-DQA10301-DQB10302 with pseudo-sequence HLA-DQA10301-DQB10302. The binding affinity (normalized) is 0.380. (8) The peptide sequence is DVKAAVIKDATSLLN. The MHC is DRB1_0101 with pseudo-sequence DRB1_0101. The binding affinity (normalized) is 0.505.